The task is: Predict which catalyst facilitates the given reaction.. This data is from Catalyst prediction with 721,799 reactions and 888 catalyst types from USPTO. (1) Reactant: [S:1]1[C:5]([C:6]2[C:7]([O:28][CH3:29])=[CH:8][C:9]([O:26][CH3:27])=[C:10](/[CH:12]=[CH:13]/[C:14]([C:16]3[CH:21]=[CH:20][C:19]([S:22]([NH2:25])(=[O:24])=[O:23])=[CH:18][CH:17]=3)=[O:15])[CH:11]=2)=[CH:4][C:3]2[CH:30]=[CH:31][CH:32]=[CH:33][C:2]1=2.C[Si]([N-][Si](C)(C)C)(C)C.[Li+].[C:44](O[C:44](=[O:48])[CH:45]([CH3:47])[CH3:46])(=[O:48])[CH:45]([CH3:47])[CH3:46]. Product: [S:1]1[C:5]([C:6]2[C:7]([O:28][CH3:29])=[CH:8][C:9]([O:26][CH3:27])=[C:10](/[CH:12]=[CH:13]/[C:14]([C:16]3[CH:21]=[CH:20][C:19]([S:22]([NH:25][C:44](=[O:48])[CH:45]([CH3:47])[CH3:46])(=[O:24])=[O:23])=[CH:18][CH:17]=3)=[O:15])[CH:11]=2)=[CH:4][C:3]2[CH:30]=[CH:31][CH:32]=[CH:33][C:2]1=2. The catalyst class is: 7. (2) Reactant: Cl.[Cl:2][C:3]1[CH:8]=[CH:7][CH:6]=[CH:5][C:4]=1[NH:9][NH2:10].C([O-])([O-])=O.[K+].[K+].[C:17]([O:21][C:22](O[C:22]([O:21][C:17]([CH3:20])([CH3:19])[CH3:18])=[O:23])=[O:23])([CH3:20])([CH3:19])[CH3:18]. Product: [C:17]([O:21][C:22]([NH:10][NH:9][C:4]1[CH:5]=[CH:6][CH:7]=[CH:8][C:3]=1[Cl:2])=[O:23])([CH3:20])([CH3:19])[CH3:18]. The catalyst class is: 90. (3) Reactant: [NH2:1][C@H:2]1[CH2:6][CH2:5][N:4]([C:7](=[O:38])[CH:8]([N:15]2[C:19]3[CH:20]=[C:21]([C:24]#[N:25])[CH:22]=[CH:23][C:18]=3[N:17]([S:26]([C:29]3[CH:34]=[CH:33][C:32]([O:35][CH3:36])=[CH:31][CH:30]=3)(=[O:28])=[O:27])[C:16]2=[O:37])[C:9]2[CH:14]=[CH:13][CH:12]=[CH:11][CH:10]=2)[CH2:3]1.[CH3:39][N:40]1[CH2:45][CH2:44][C:43](=O)[CH2:42][CH2:41]1. Product: [CH3:36][O:35][C:32]1[CH:31]=[CH:30][C:29]([S:26]([N:17]2[C:18]3[CH:23]=[CH:22][C:21]([C:24]#[N:25])=[CH:20][C:19]=3[N:15]([CH:8]([C:9]3[CH:10]=[CH:11][CH:12]=[CH:13][CH:14]=3)[C:7]([N:4]3[CH2:5][CH2:6][C@H:2]([NH:1][CH:43]4[CH2:44][CH2:45][N:40]([CH3:39])[CH2:41][CH2:42]4)[CH2:3]3)=[O:38])[C:16]2=[O:37])(=[O:27])=[O:28])=[CH:34][CH:33]=1. The catalyst class is: 1. (4) The catalyst class is: 6. Reactant: [Br:1][C:2]1[CH:7]=[CH:6][C:5]([OH:8])=[CH:4][CH:3]=1.[Cl:9][CH2:10][C:11]([CH3:13])=[CH2:12].S(=O)(=O)(O)O. Product: [Br:1][C:2]1[CH:7]=[CH:6][C:5]([OH:8])=[C:4]([C:11]([CH3:13])([CH3:12])[CH2:10][Cl:9])[CH:3]=1. (5) Reactant: [CH3:1][C:2]1[C:10]2[C:5](=[CH:6][C:7]([N+:11]([O-])=O)=[CH:8][CH:9]=2)[N:4]([CH2:14][O:15][CH2:16][CH2:17][Si:18]([CH3:21])([CH3:20])[CH3:19])[N:3]=1. Product: [CH3:1][C:2]1[C:10]2[C:5](=[CH:6][C:7]([NH2:11])=[CH:8][CH:9]=2)[N:4]([CH2:14][O:15][CH2:16][CH2:17][Si:18]([CH3:19])([CH3:21])[CH3:20])[N:3]=1. The catalyst class is: 19. (6) Reactant: [C:1]1([NH:7][C:8](=[O:28])[C:9]([OH:27])([C:23]([F:26])([F:25])[F:24])[CH2:10][C:11]([C:14]2[CH:19]=[C:18]([F:20])[CH:17]=[CH:16][C:15]=2[O:21]C)([CH3:13])[CH3:12])[CH:6]=[CH:5][CH:4]=[CH:3][CH:2]=1.B(Br)(Br)Br. Product: [C:1]1([NH:7][C:8](=[O:28])[C:9]([OH:27])([C:23]([F:25])([F:26])[F:24])[CH2:10][C:11]([C:14]2[CH:19]=[C:18]([F:20])[CH:17]=[CH:16][C:15]=2[OH:21])([CH3:13])[CH3:12])[CH:2]=[CH:3][CH:4]=[CH:5][CH:6]=1. The catalyst class is: 4. (7) Reactant: [CH2:1]([O:3][C:4]([C:6]1[N:7]([CH2:23][CH2:24][CH2:25][NH:26]C(OC(C)(C)C)=O)[C:8]2[C:13]([CH:14]=1)=[CH:12][C:11]([O:15][CH2:16][C:17]1[CH:22]=[CH:21][CH:20]=[CH:19][CH:18]=1)=[CH:10][CH:9]=2)=[O:5])[CH3:2].FC(F)(F)C(O)=O. Product: [CH2:1]([O:3][C:4]([C:6]1[N:7]([CH2:23][CH2:24][CH2:25][NH2:26])[C:8]2[C:13]([CH:14]=1)=[CH:12][C:11]([O:15][CH2:16][C:17]1[CH:22]=[CH:21][CH:20]=[CH:19][CH:18]=1)=[CH:10][CH:9]=2)=[O:5])[CH3:2]. The catalyst class is: 4.